This data is from Catalyst prediction with 721,799 reactions and 888 catalyst types from USPTO. The task is: Predict which catalyst facilitates the given reaction. Reactant: C(OC([N:8]1[CH2:12][CH2:11][CH:10]([NH:13][CH2:14][CH2:15][O:16][C:17]2[CH:22]=[C:21]([N:23]3[C:27](=[O:28])[C:26]([CH3:30])([CH3:29])[N:25]([CH2:31][C:32]4[C:41]5[C:36](=[CH:37][CH:38]=[CH:39][CH:40]=5)[N:35]=[CH:34][CH:33]=4)[C:24]3=[O:42])[CH:20]=[CH:19][C:18]=2[O:43][CH3:44])[CH2:9]1)=O)(C)(C)C.Cl. Product: [CH3:44][O:43][C:18]1[CH:19]=[CH:20][C:21]([N:23]2[C:27](=[O:28])[C:26]([CH3:30])([CH3:29])[N:25]([CH2:31][C:32]3[C:41]4[C:36](=[CH:37][CH:38]=[CH:39][CH:40]=4)[N:35]=[CH:34][CH:33]=3)[C:24]2=[O:42])=[CH:22][C:17]=1[O:16][CH2:15][CH2:14][NH:13][CH:10]1[CH2:11][CH2:12][NH:8][CH2:9]1. The catalyst class is: 5.